This data is from Full USPTO retrosynthesis dataset with 1.9M reactions from patents (1976-2016). The task is: Predict the reactants needed to synthesize the given product. (1) Given the product [CH3:7][C@H:8]([C:21]([O-:23])=[O:22])[C:9]1[CH:10]=[CH:11][C:12]2[CH:13]=[C:14]([O:19][CH3:20])[CH:15]=[CH:16][C:17]=2[CH:18]=1.[Na+:27], predict the reactants needed to synthesize it. The reactants are: C(O)C(O)C.[Na].[CH3:7][C@H:8]([C:21]([OH:23])=[O:22])[C:9]1[CH:10]=[CH:11][C:12]2[CH:13]=[C:14]([O:19][CH3:20])[CH:15]=[CH:16][C:17]=2[CH:18]=1.[O-]CC.[Na+:27].C(O)C. (2) Given the product [OH:36][C:29]1[CH:30]=[CH:31][CH:32]=[C:33]2[C:28]=1[CH2:27][CH:26]([NH:25][C:21]1[N:22]=[C:23]([CH3:24])[C:18]([C:16]([NH:15][C@@H:4]([CH2:5][NH:6][C:7]([C:9]3[CH:14]=[N:13][CH:12]=[CH:11][N:10]=3)=[O:8])[C:3]([OH:38])=[O:2])=[O:17])=[C:19]([CH3:37])[N:20]=1)[CH2:35][CH2:34]2, predict the reactants needed to synthesize it. The reactants are: C[O:2][C:3](=[O:38])[C@@H:4]([NH:15][C:16]([C:18]1[C:19]([CH3:37])=[N:20][C:21]([NH:25][CH:26]2[CH2:35][CH2:34][C:33]3[C:28](=[C:29]([OH:36])[CH:30]=[CH:31][CH:32]=3)[CH2:27]2)=[N:22][C:23]=1[CH3:24])=[O:17])[CH2:5][NH:6][C:7]([C:9]1[CH:14]=[N:13][CH:12]=[CH:11][N:10]=1)=[O:8].O.[OH-].[Li+].S([O-])(O)(=O)=O.[K+]. (3) Given the product [F:31][C:29]([F:30])([F:32])[C:24]1[CH:25]=[CH:26][CH:27]=[CH:28][C:23]=1[O:22][C@H:19]1[CH2:20][CH2:21][N:17]([C:14]2[N:13]=[N:12][C:11]([C:8]3[S:7][C:6]([CH2:5][OH:4])=[N:10][N:9]=3)=[CH:16][CH:15]=2)[CH2:18]1, predict the reactants needed to synthesize it. The reactants are: C([O:4][CH2:5][C:6]1[S:7][C:8]([C:11]2[N:12]=[N:13][C:14]([N:17]3[CH2:21][CH2:20][C@H:19]([O:22][C:23]4[CH:28]=[CH:27][CH:26]=[CH:25][C:24]=4[C:29]([F:32])([F:31])[F:30])[CH2:18]3)=[CH:15][CH:16]=2)=[N:9][N:10]=1)(=O)C.[OH-].[Na+]. (4) Given the product [F:23][C:24]([F:29])([F:28])[C:25]([OH:27])=[O:26].[NH2:12][CH2:11][CH2:10][CH2:9][NH:8][C:6]1[N:7]=[C:2]([NH2:1])[C:3]([N+:20]([O-:22])=[O:21])=[CH:4][CH:5]=1, predict the reactants needed to synthesize it. The reactants are: [NH2:1][C:2]1[N:7]=[C:6]([NH:8][CH2:9][CH2:10][CH2:11][NH:12]C(=O)OC(C)(C)C)[CH:5]=[CH:4][C:3]=1[N+:20]([O-:22])=[O:21].[F:23][C:24]([F:29])([F:28])[C:25]([OH:27])=[O:26]. (5) Given the product [NH2:18][C@H:8]([C:5]1[CH:6]=[CH:7][C:2]([Cl:1])=[CH:3][C:4]=1[F:26])[C@@H:9]([C:11]1[CH:16]=[CH:15][CH:14]=[C:13]([Cl:17])[CH:12]=1)[OH:10], predict the reactants needed to synthesize it. The reactants are: [Cl:1][C:2]1[CH:7]=[CH:6][C:5]([C@@H:8]([NH:18]C(=O)OC(C)(C)C)[C@@H:9]([C:11]2[CH:16]=[CH:15][CH:14]=[C:13]([Cl:17])[CH:12]=2)[OH:10])=[C:4]([F:26])[CH:3]=1. (6) Given the product [CH3:1][O:2][C:3]1[CH:4]=[C:5]([S:9][CH2:14][C:15]([C:17]2[CH:22]=[CH:21][N:20]=[CH:19][CH:18]=2)=[O:16])[CH:6]=[CH:7][CH:8]=1, predict the reactants needed to synthesize it. The reactants are: [CH3:1][O:2][C:3]1[CH:4]=[C:5]([SH:9])[CH:6]=[CH:7][CH:8]=1.[OH-].[K+].Br.Br[CH2:14][C:15]([C:17]1[CH:22]=[CH:21][N:20]=[CH:19][CH:18]=1)=[O:16]. (7) Given the product [Br:3][C:4]1[CH:5]=[CH:6][C:7]2[C:8]([CH:9]=1)=[C:20]([C:16]1[CH:17]=[CH:18][CH:19]=[C:14]([Cl:13])[CH:15]=1)[O:12][N:10]=2, predict the reactants needed to synthesize it. The reactants are: [OH-].[Na+].[Br:3][C:4]1[CH:9]=[CH:8][C:7]([N+:10]([O-:12])=O)=[CH:6][CH:5]=1.[Cl:13][C:14]1[CH:15]=[C:16]([CH2:20]C#N)[CH:17]=[CH:18][CH:19]=1.O.